Dataset: Reaction yield outcomes from USPTO patents with 853,638 reactions. Task: Predict the reaction yield, written as a fraction of the theoretical maximum amount of product (1.0 means a 100% yield; for example, 0.34 means a 34% yield). (1) The yield is 0.950. The catalyst is CN(C=O)C. The product is [F:14][C:15]1[CH:22]=[CH:21][C:18]([CH2:19][N:3]2[CH:4]=[CH:5][C:6]([C:7]([O:9][CH2:10][CH3:11])=[O:8])=[C:2]2[CH3:1])=[CH:17][CH:16]=1. The reactants are [CH3:1][C:2]1[NH:3][CH:4]=[CH:5][C:6]=1[C:7]([O:9][CH2:10][CH3:11])=[O:8].[H-].[Na+].[F:14][C:15]1[CH:22]=[CH:21][C:18]([CH2:19]Br)=[CH:17][CH:16]=1.O. (2) The reactants are [CH2:1]([N:3]([CH2:19][CH3:20])[CH2:4][CH2:5][N:6]1[CH2:11][CH2:10][C:9]2[NH:12][C:13]([CH:16]=O)=[C:14]([CH3:15])[C:8]=2[C:7]1=[O:18])[CH3:2].[OH:21][CH2:22][CH2:23][C:24]1[CH:32]=[CH:31][CH:30]=[C:29]2[C:25]=1[CH2:26][C:27](=[O:33])[NH:28]2. No catalyst specified. The product is [CH2:1]([N:3]([CH2:19][CH3:20])[CH2:4][CH2:5][N:6]1[CH2:11][CH2:10][C:9]2[NH:12][C:13]([CH:16]=[C:26]3[C:25]4[C:29](=[CH:30][CH:31]=[CH:32][C:24]=4[CH2:23][CH2:22][OH:21])[NH:28][C:27]3=[O:33])=[C:14]([CH3:15])[C:8]=2[C:7]1=[O:18])[CH3:2]. The yield is 0.350.